From a dataset of Full USPTO retrosynthesis dataset with 1.9M reactions from patents (1976-2016). Predict the reactants needed to synthesize the given product. (1) Given the product [F:1][C:2]1[CH:7]=[CH:6][CH:5]=[CH:4][C:3]=1[NH:8][S:9]([C:12]1[CH:20]=[CH:19][CH:18]=[C:14]([C:15]([N:50]2[CH2:49][CH2:48][N:47]3[CH2:51][CH2:52][CH2:53][C@@H:46]3[CH2:45]2)=[O:17])[CH:13]=1)(=[O:10])=[O:11], predict the reactants needed to synthesize it. The reactants are: [F:1][C:2]1[CH:7]=[CH:6][CH:5]=[CH:4][C:3]=1[NH:8][S:9]([C:12]1[CH:13]=[C:14]([CH:18]=[CH:19][CH:20]=1)[C:15]([OH:17])=O)(=[O:11])=[O:10].CN(C(ON1N=NC2C=CC=NC1=2)=[N+](C)C)C.F[P-](F)(F)(F)(F)F.[CH2:45]1[NH:50][CH2:49][CH2:48][N:47]2[CH2:51][CH2:52][CH2:53][C@H:46]12. (2) Given the product [OH:28][C@@H:24]1[CH2:25][CH2:26][CH2:27][N:22]([C:3]2[C:2]([C:33]3[CH:34]=[N:35][C:30]([CH3:29])=[CH:31][CH:32]=3)=[CH:21][C:6]([C:7]([NH:9][C:10]3[CH:15]=[CH:14][C:13]([O:16][C:17]([F:20])([F:19])[F:18])=[CH:12][CH:11]=3)=[O:8])=[CH:5][N:4]=2)[CH2:23]1, predict the reactants needed to synthesize it. The reactants are: Br[C:2]1[C:3]([N:22]2[CH2:27][CH2:26][CH2:25][C@@H:24]([OH:28])[CH2:23]2)=[N:4][CH:5]=[C:6]([CH:21]=1)[C:7]([NH:9][C:10]1[CH:15]=[CH:14][C:13]([O:16][C:17]([F:20])([F:19])[F:18])=[CH:12][CH:11]=1)=[O:8].[CH3:29][C:30]1[N:35]=[CH:34][C:33](B(O)O)=[CH:32][CH:31]=1. (3) Given the product [Br:42][C:3]1[N:4]2[CH:9]=[C:8]([CH:10]([C:12]3[N:16]4[N:17]=[C:18]([C:21]5[CH:22]=[N:23][N:24]([CH2:26][CH2:27][OH:28])[CH:25]=5)[CH:19]=[CH:20][C:15]4=[N:14][CH:13]=3)[CH3:11])[CH:7]=[CH:6][C:5]2=[N:1][CH:2]=1, predict the reactants needed to synthesize it. The reactants are: [N:1]1[CH:2]=[CH:3][N:4]2[CH:9]=[C:8]([CH:10]([C:12]3[N:16]4[N:17]=[C:18]([C:21]5[CH:22]=[N:23][N:24]([CH2:26][CH2:27][O:28]C6CCCCO6)[CH:25]=5)[CH:19]=[CH:20][C:15]4=[N:14][CH:13]=3)[CH3:11])[CH:7]=[CH:6][C:5]=12.C1C(=O)N([Br:42])C(=O)C1.O1CCOCC1. (4) Given the product [N+:1]([C:4]1[CH:5]=[CH:6][C:7]([C:11]([F:16])([F:17])[C:12]([F:13])([F:14])[F:15])=[C:8]([CH:9]=1)[O:10][CH2:19][CH2:20][N:21]1[CH2:26][CH2:25][CH2:24][CH2:23][CH2:22]1)([O-:3])=[O:2], predict the reactants needed to synthesize it. The reactants are: [N+:1]([C:4]1[CH:5]=[CH:6][C:7]([C:11]([F:17])([F:16])[C:12]([F:15])([F:14])[F:13])=[C:8]([OH:10])[CH:9]=1)([O-:3])=[O:2].Cl[CH2:19][CH2:20][N:21]1[CH2:26][CH2:25][CH2:24][CH2:23][CH2:22]1.C(C1C=CC([N+]([O-])=O)=CC=1OCCN1CCCCC1)(C)(C)C. (5) Given the product [Br:24][CH2:8][C:5]1[CH:6]=[CH:7][C:2]([Cl:1])=[C:3]([O:10][C:11]2[CH:12]=[CH:13][CH:14]=[CH:15][CH:16]=2)[C:4]=1[F:9], predict the reactants needed to synthesize it. The reactants are: [Cl:1][C:2]1[CH:7]=[CH:6][C:5]([CH3:8])=[C:4]([F:9])[C:3]=1[O:10][C:11]1[CH:16]=[CH:15][CH:14]=[CH:13][CH:12]=1.C1C(=O)N([Br:24])C(=O)C1. (6) Given the product [CH:1]1([C:4]2[CH:5]=[CH:6][C:7]([C:15]([NH:18][C@@H:19]([CH2:24][C:25]([CH3:28])([CH3:27])[CH3:26])[C:20]([NH:22][CH3:23])=[O:21])=[O:17])=[N:8][C:9]=2[O:10][CH2:11][CH:12]2[CH2:13][CH2:14]2)[CH2:2][CH2:3]1, predict the reactants needed to synthesize it. The reactants are: [CH:1]1([C:4]2[CH:5]=[CH:6][C:7]([C:15]([OH:17])=O)=[N:8][C:9]=2[O:10][CH2:11][CH:12]2[CH2:14][CH2:13]2)[CH2:3][CH2:2]1.[NH2:18][C@@H:19]([CH2:24][C:25]([CH3:28])([CH3:27])[CH3:26])[C:20]([NH:22][CH3:23])=[O:21].